Dataset: Forward reaction prediction with 1.9M reactions from USPTO patents (1976-2016). Task: Predict the product of the given reaction. (1) Given the reactants [CH2:1]([C@@H:3]1[O:7][C:6]([C:8]2[NH:12][C:11]([C:13]3[CH:14]=[C:15]([CH:27]=[C:28]([O:30][C@@H:31]([CH3:35])[CH2:32][O:33]C)[CH:29]=3)[O:16][C:17]3[CH:22]=[N:21][C:20]([S:23]([CH3:26])(=[O:25])=[O:24])=[CH:19][N:18]=3)=[CH:10][CH:9]=2)=[N:5][CH2:4]1)[CH3:2].B(Br)(Br)Br.C(=O)([O-])O.[Na+], predict the reaction product. The product is: [CH2:1]([C@@H:3]1[O:7][C:6]([C:8]2[NH:12][C:11]([C:13]3[CH:29]=[C:28]([CH:27]=[C:15]([O:16][C:17]4[CH:22]=[N:21][C:20]([S:23]([CH3:26])(=[O:25])=[O:24])=[CH:19][N:18]=4)[CH:14]=3)[O:30][C@@H:31]([CH3:35])[CH2:32][OH:33])=[CH:10][CH:9]=2)=[N:5][CH2:4]1)[CH3:2]. (2) Given the reactants [C:1]([O:5][C:6]([CH:8]1[NH:13][CH2:12][C:11]2[O:14][C:15]([CH:17]=[O:18])=[N:16][C:10]=2[CH2:9]1)=[O:7])([CH3:4])([CH3:3])[CH3:2].[C-]#N.[Na+].[CH3:22][OH:23], predict the reaction product. The product is: [C:1]([O:5][C:6]([CH:8]1[NH:13][CH2:12][C:11]2[O:14][C:15]([C:17]([O:23][CH3:22])=[O:18])=[N:16][C:10]=2[CH2:9]1)=[O:7])([CH3:4])([CH3:2])[CH3:3].